Dataset: Full USPTO retrosynthesis dataset with 1.9M reactions from patents (1976-2016). Task: Predict the reactants needed to synthesize the given product. (1) The reactants are: [CH2:1]([C:3]1[CH:4]=[C:5]([C:12]2[CH:17]=[CH:16][C:15]([O:18]C)=[CH:14][CH:13]=2)[CH:6]=[CH:7][C:8]=1[C:9](=[O:11])[CH3:10])[CH3:2].C(C1C=C(C2C=CC(OC)=C(C(=O)C)C=2)C=CC=1)C.B(Br)(Br)Br.O. Given the product [CH2:1]([C:3]1[CH:4]=[C:5]([C:12]2[CH:13]=[CH:14][C:15]([OH:18])=[CH:16][CH:17]=2)[CH:6]=[CH:7][C:8]=1[C:9](=[O:11])[CH3:10])[CH3:2], predict the reactants needed to synthesize it. (2) Given the product [F:26][C:27]([F:40])([F:39])[S:28]([O:17][C:12]1[C:11]([S:18][CH3:19])=[CH:10][C:9]2[C:14](=[CH:15][CH:16]=[C:7]([CH:2]([CH3:1])[CH2:3][CH2:4][CH2:5][CH3:6])[CH:8]=2)[CH:13]=1)(=[O:30])=[O:29], predict the reactants needed to synthesize it. The reactants are: [CH3:1][CH:2]([C:7]1[CH:8]=[C:9]2[C:14](=[CH:15][CH:16]=1)[CH:13]=[C:12]([OH:17])[C:11]([S:18][CH3:19])=[CH:10]2)[CH2:3][CH2:4][CH2:5][CH3:6].N1C=CC=CC=1.[F:26][C:27]([F:40])([F:39])[S:28](O[S:28]([C:27]([F:40])([F:39])[F:26])(=[O:30])=[O:29])(=[O:30])=[O:29]. (3) Given the product [NH2:16][C:17]1[CH:22]=[CH:21][C:20]([CH3:23])=[CH:19][C:18]=1[C@@:24]([OH:29])([C:10]#[C:9][CH:6]1[CH2:8][CH2:7]1)[C:25]([F:26])([F:27])[F:28], predict the reactants needed to synthesize it. The reactants are: C([Zn]CC)C.[CH:6]1([C:9]#[CH:10])[CH2:8][CH2:7]1.[Li]CCCC.[NH2:16][C:17]1[CH:22]=[CH:21][C:20]([CH3:23])=[CH:19][C:18]=1[C:24](=[O:29])[C:25]([F:28])([F:27])[F:26].[H][H]. (4) Given the product [C:47]([CH2:46][O:26][C:21]1[CH:22]=[CH:23][CH:24]=[CH:25][C:20]=1[C:16]1[C:17]2[C:12](=[CH:11][C:10]([S:7]([N:6]([CH2:5][C:4]3[CH:33]=[CH:34][C:35]([O:37][CH3:38])=[CH:36][C:3]=3[O:2][CH3:1])[C:28]3[S:29][CH:30]=[CH:31][N:32]=3)(=[O:8])=[O:9])=[CH:19][CH:18]=2)[C:13]([F:27])=[CH:14][N:15]=1)#[N:48], predict the reactants needed to synthesize it. The reactants are: [CH3:1][O:2][C:3]1[CH:36]=[C:35]([O:37][CH3:38])[CH:34]=[CH:33][C:4]=1[CH2:5][N:6]([C:28]1[S:29][CH:30]=[CH:31][N:32]=1)[S:7]([C:10]1[CH:11]=[C:12]2[C:17](=[CH:18][CH:19]=1)[C:16]([C:20]1[CH:25]=[CH:24][CH:23]=[CH:22][C:21]=1[OH:26])=[N:15][CH:14]=[C:13]2[F:27])(=[O:9])=[O:8].C(=O)([O-])[O-].[Cs+].[Cs+].Br[CH2:46][C:47]#[N:48]. (5) The reactants are: [Cl:1][C:2]1[N:10]([CH2:11][CH:12]=[CH2:13])[C:9]2[C:8](=[O:14])[NH:7][C:6](=[O:15])[NH:5][C:4]=2[N:3]=1.C(=O)([O-])[O-].[Na+].[Na+].[CH3:22][O:23][CH2:24][CH2:25][O:26][CH2:27]Cl. Given the product [Cl:1][C:2]1[N:10]([CH2:11][CH:12]=[CH2:13])[C:9]2[C:8](=[O:14])[NH:7][C:6](=[O:15])[N:5]([CH2:22][O:23][CH2:24][CH2:25][O:26][CH3:27])[C:4]=2[N:3]=1, predict the reactants needed to synthesize it. (6) Given the product [ClH:40].[ClH:43].[ClH:40].[NH2:26][CH:23]1[CH2:24][CH2:25][N:21]([C:18]2[N:19]=[CH:20][C:15]([NH:14][C:13]3[C:12]4[C:7](=[CH:8][CH:9]=[C:10]([C:34]5[CH:39]=[C:38]([Cl:40])[C:37]([OH:41])=[C:36]([Cl:42])[CH:35]=5)[N:11]=4)[N:6]=[CH:5][C:4]=3[C:1](=[O:3])[CH3:2])=[CH:16][N:17]=2)[CH2:22]1, predict the reactants needed to synthesize it. The reactants are: [C:1]([C:4]1[CH:5]=[N:6][C:7]2[C:12]([C:13]=1[NH:14][C:15]1[CH:16]=[N:17][C:18]([N:21]3[CH2:25][CH2:24][CH:23]([NH:26]C(=O)OC(C)(C)C)[CH2:22]3)=[N:19][CH:20]=1)=[N:11][C:10]([C:34]1[CH:39]=[C:38]([Cl:40])[C:37]([OH:41])=[C:36]([Cl:42])[CH:35]=1)=[CH:9][CH:8]=2)(=[O:3])[CH3:2].[ClH:43]. (7) The reactants are: [C:1]([C:4]1[C:12]2[C:7](=[CH:8][CH:9]=[CH:10][CH:11]=2)[NH:6][N:5]=1)([OH:3])=[O:2].Cl.[CH3:14]O. Given the product [CH3:14][O:2][C:1]([C:4]1[C:12]2[C:7](=[CH:8][CH:9]=[CH:10][CH:11]=2)[NH:6][N:5]=1)=[O:3], predict the reactants needed to synthesize it. (8) Given the product [Br:1][C:2]1[CH:3]=[C:4]([CH2:8][CH2:9][CH2:10][C:11]2[N:15]([CH2:16][CH3:17])[C:14](=[O:18])[N:13]([CH2:33][C:32]3[CH:35]=[CH:36][C:29]([C:25]([CH3:28])([CH3:27])[CH3:26])=[CH:30][CH:31]=3)[N:12]=2)[CH:5]=[CH:6][CH:7]=1, predict the reactants needed to synthesize it. The reactants are: [Br:1][C:2]1[CH:3]=[C:4]([CH2:8][CH2:9][CH2:10][C:11]2[N:15]([CH2:16][CH3:17])[C:14](=[O:18])[NH:13][N:12]=2)[CH:5]=[CH:6][CH:7]=1.C(=O)([O-])[O-].[K+].[K+].[C:25]([C:29]1[CH:36]=[CH:35][C:32]([CH2:33]Br)=[CH:31][CH:30]=1)([CH3:28])([CH3:27])[CH3:26]. (9) The reactants are: C(O)(C(F)(F)F)=O.[Br:8][C:9]1[C:17]2[C:16]([O:18][CH:19]3[CH2:24][CH2:23][CH2:22][N:21](NC(OC(C)(C)C)=O)[CH2:20]3)=[N:15][CH:14]=[N:13][C:12]=2[O:11][C:10]=1[C:33]1[CH:38]=[CH:37][CH:36]=[CH:35][CH:34]=1. Given the product [Br:8][C:9]1[C:17]2[C:16]([O:18][CH:19]3[CH2:24][CH2:23][CH2:22][NH:21][CH2:20]3)=[N:15][CH:14]=[N:13][C:12]=2[O:11][C:10]=1[C:33]1[CH:38]=[CH:37][CH:36]=[CH:35][CH:34]=1, predict the reactants needed to synthesize it.